Dataset: Full USPTO retrosynthesis dataset with 1.9M reactions from patents (1976-2016). Task: Predict the reactants needed to synthesize the given product. (1) Given the product [CH3:16][C:13]1[CH:14]=[CH:15][C:10]([NH:9][C:7](=[O:8])[C:6]2[CH:31]=[CH:32][C:3]([CH2:2][NH:38][CH3:37])=[C:4]([C:33]([F:36])([F:34])[F:35])[CH:5]=2)=[CH:11][C:12]=1[C:17]1[CH:22]=[C:21]([N:23]2[CH2:28][CH2:27][O:26][CH2:25][CH2:24]2)[C:20](=[O:29])[N:19]([CH3:30])[CH:18]=1, predict the reactants needed to synthesize it. The reactants are: Cl[CH2:2][C:3]1[CH:32]=[CH:31][C:6]([C:7]([NH:9][C:10]2[CH:15]=[CH:14][C:13]([CH3:16])=[C:12]([C:17]3[CH:22]=[C:21]([N:23]4[CH2:28][CH2:27][O:26][CH2:25][CH2:24]4)[C:20](=[O:29])[N:19]([CH3:30])[CH:18]=3)[CH:11]=2)=[O:8])=[CH:5][C:4]=1[C:33]([F:36])([F:35])[F:34].[CH3:37][NH2:38].C1COCC1. (2) Given the product [ClH:16].[CH3:14][C:10]1([CH3:15])[O:11][CH2:12][CH2:13][NH:8][CH2:9]1, predict the reactants needed to synthesize it. The reactants are: C([N:8]1[CH2:13][CH2:12][O:11][C:10]([CH3:15])([CH3:14])[CH2:9]1)C1C=CC=CC=1.[Cl:16]C(OC(Cl)C)=O. (3) Given the product [Si:5]([O:18][CH:19]1[CH2:23][CH:22]2[CH:21]([CH:26]2[C:27]([O:29][CH2:30][CH3:31])=[O:28])[CH2:20]1)([C:1]([CH3:4])([CH3:2])[CH3:3])([C:12]1[CH:13]=[CH:14][CH:15]=[CH:16][CH:17]=1)[C:6]1[CH:11]=[CH:10][CH:9]=[CH:8][CH:7]=1, predict the reactants needed to synthesize it. The reactants are: [C:1]([Si:5]([O:18][CH:19]1[CH2:23][CH:22]=[CH:21][CH2:20]1)([C:12]1[CH:17]=[CH:16][CH:15]=[CH:14][CH:13]=1)[C:6]1[CH:11]=[CH:10][CH:9]=[CH:8][CH:7]=1)([CH3:4])([CH3:3])[CH3:2].[N+](=[CH:26][C:27]([O:29][CH2:30][CH3:31])=[O:28])=[N-].